Dataset: Peptide-MHC class II binding affinity with 134,281 pairs from IEDB. Task: Regression. Given a peptide amino acid sequence and an MHC pseudo amino acid sequence, predict their binding affinity value. This is MHC class II binding data. (1) The peptide sequence is EKKYFAATQFHPLAA. The MHC is HLA-DQA10301-DQB10302 with pseudo-sequence HLA-DQA10301-DQB10302. The binding affinity (normalized) is 0.0571. (2) The peptide sequence is QKLIEDVNASFRAAM. The MHC is DRB1_1201 with pseudo-sequence DRB1_1201. The binding affinity (normalized) is 0.320. (3) The peptide sequence is GIDIFASKNFHLQKN. The MHC is DRB5_0101 with pseudo-sequence DRB5_0101. The binding affinity (normalized) is 0.682. (4) The binding affinity (normalized) is 0.0672. The peptide sequence is AQLGLRKKTKQSITE. The MHC is DRB3_0101 with pseudo-sequence DRB3_0101. (5) The peptide sequence is YDEPMTPGQCNMVVE. The MHC is DRB1_1101 with pseudo-sequence DRB1_1101. The binding affinity (normalized) is 0.0640. (6) The peptide sequence is INEPTAMAIAYGLDR. The MHC is HLA-DQA10102-DQB10602 with pseudo-sequence HLA-DQA10102-DQB10602. The binding affinity (normalized) is 0.782. (7) The peptide sequence is EKKYFAATQFEPCAA. The MHC is HLA-DPA10201-DPB10101 with pseudo-sequence HLA-DPA10201-DPB10101. The binding affinity (normalized) is 0.766. (8) The peptide sequence is KENIIDLTKIDRCFQL. The MHC is DRB1_1101 with pseudo-sequence DRB1_1101. The binding affinity (normalized) is 0.